Dataset: NCI-60 drug combinations with 297,098 pairs across 59 cell lines. Task: Regression. Given two drug SMILES strings and cell line genomic features, predict the synergy score measuring deviation from expected non-interaction effect. (1) Drug 1: CC1=C(C(CCC1)(C)C)C=CC(=CC=CC(=CC(=O)O)C)C. Drug 2: C1C(C(OC1N2C=NC(=NC2=O)N)CO)O. Cell line: RXF 393. Synergy scores: CSS=4.01, Synergy_ZIP=-1.85, Synergy_Bliss=0.0579, Synergy_Loewe=-3.73, Synergy_HSA=0.141. (2) Drug 1: C1=C(C(=O)NC(=O)N1)F. Drug 2: N.N.Cl[Pt+2]Cl. Cell line: UO-31. Synergy scores: CSS=24.3, Synergy_ZIP=-3.10, Synergy_Bliss=-5.81, Synergy_Loewe=-6.48, Synergy_HSA=-3.98. (3) Drug 1: CC1=C2C(C(=O)C3(C(CC4C(C3C(C(C2(C)C)(CC1OC(=O)C(C(C5=CC=CC=C5)NC(=O)OC(C)(C)C)O)O)OC(=O)C6=CC=CC=C6)(CO4)OC(=O)C)O)C)O. Drug 2: CN1C2=C(C=C(C=C2)N(CCCl)CCCl)N=C1CCCC(=O)O.Cl. Cell line: HCC-2998. Synergy scores: CSS=33.7, Synergy_ZIP=-0.822, Synergy_Bliss=7.43, Synergy_Loewe=-46.2, Synergy_HSA=7.07.